From a dataset of NCI-60 drug combinations with 297,098 pairs across 59 cell lines. Regression. Given two drug SMILES strings and cell line genomic features, predict the synergy score measuring deviation from expected non-interaction effect. Drug 1: C1=CC(=CC=C1CCC2=CNC3=C2C(=O)NC(=N3)N)C(=O)NC(CCC(=O)O)C(=O)O. Drug 2: CCN(CC)CCCC(C)NC1=C2C=C(C=CC2=NC3=C1C=CC(=C3)Cl)OC. Cell line: ACHN. Synergy scores: CSS=27.2, Synergy_ZIP=-3.72, Synergy_Bliss=0.593, Synergy_Loewe=0.628, Synergy_HSA=2.29.